This data is from Forward reaction prediction with 1.9M reactions from USPTO patents (1976-2016). The task is: Predict the product of the given reaction. (1) Given the reactants [NH:1]([C:3]1[CH:12]=[CH:11][CH:10]=[C:9]2[C:4]=1[CH:5]=[CH:6][CH:7]=[N:8]2)[NH2:2].[CH:13]1([C:19]2[CH:24]=[CH:23][C:22]([CH:25]([CH:29]([CH3:31])[CH3:30])[C:26](O)=[O:27])=[CH:21][CH:20]=2)[CH2:18][CH2:17][CH2:16][CH2:15][CH2:14]1, predict the reaction product. The product is: [CH:13]1([C:19]2[CH:20]=[CH:21][C:22]([CH:25]([CH:29]([CH3:31])[CH3:30])[C:26]([NH:2][NH:1][C:3]3[CH:12]=[CH:11][CH:10]=[C:9]4[C:4]=3[CH:5]=[CH:6][CH:7]=[N:8]4)=[O:27])=[CH:23][CH:24]=2)[CH2:14][CH2:15][CH2:16][CH2:17][CH2:18]1. (2) Given the reactants Cl[C:2]([O:4][CH2:5][C:6]1[CH:11]=[CH:10][C:9]([N+:12]([O-:14])=[O:13])=[CH:8][CH:7]=1)=[O:3].[NH:15]1[C:19]2[CH:20]=[CH:21][CH:22]=[CH:23][C:18]=2[N:17]=[N:16]1.CCN(CC)CC, predict the reaction product. The product is: [N+:12]([C:9]1[CH:10]=[CH:11][C:6]([CH2:5][O:4][C:2]([C:23]2[C:18]3[N:17]=[N:16][NH:15][C:19]=3[CH:20]=[CH:21][CH:22]=2)=[O:3])=[CH:7][CH:8]=1)([O-:14])=[O:13]. (3) Given the reactants [OH:1][C:2]1[C:7]([OH:8])=[C:6]([O:9][CH3:10])[CH:5]=[CH:4][C:3]=1[C:11](=[O:13])[CH3:12].Br[CH:15]1[CH2:19][CH2:18][CH2:17][CH2:16]1.C(=O)([O-])[O-].[K+].[K+].Cl, predict the reaction product. The product is: [CH:15]1([O:8][C:7]2[C:2]([OH:1])=[C:3]([C:11](=[O:13])[CH3:12])[CH:4]=[CH:5][C:6]=2[O:9][CH3:10])[CH2:19][CH2:18][CH2:17][CH2:16]1. (4) The product is: [F:1][C:2]1[CH:3]=[C:4]([S:9]([C:12]2[CH:13]=[C:14]3[C:18](=[CH:19][CH:20]=2)[NH:17][N:16]=[C:15]3[NH:40][C:41](=[O:61])[C:42]2[CH:43]=[CH:44][C:45]([C:48]([N:50]3[CH2:55][CH2:54][CH:53]([N:56]4[CH2:60][CH2:59][CH2:58][CH2:57]4)[CH2:52][CH2:51]3)=[O:49])=[CH:46][CH:47]=2)(=[O:11])=[O:10])[CH:5]=[C:6]([F:8])[CH:7]=1. Given the reactants [F:1][C:2]1[CH:3]=[C:4]([S:9]([C:12]2[CH:13]=[C:14]3[C:18](=[CH:19][CH:20]=2)[N:17](C(C2C=CC=CC=2)(C2C=CC=CC=2)C2C=CC=CC=2)[N:16]=[C:15]3[NH:40][C:41](=[O:61])[C:42]2[CH:47]=[CH:46][C:45]([C:48]([N:50]3[CH2:55][CH2:54][CH:53]([N:56]4[CH2:60][CH2:59][CH2:58][CH2:57]4)[CH2:52][CH2:51]3)=[O:49])=[CH:44][CH:43]=2)(=[O:11])=[O:10])[CH:5]=[C:6]([F:8])[CH:7]=1.Cl.CO, predict the reaction product. (5) Given the reactants C([O-])=O.[NH4+].[CH3:5][C:6]1([CH3:22])[O:10][C@@H:9]([C@H:11]([CH2:18][N+:19]([O-])=O)[CH2:12][C:13](OCC)=[O:14])[CH2:8][O:7]1, predict the reaction product. The product is: [CH3:5][C:6]1([CH3:22])[O:10][C@@H:9]([C@@H:11]2[CH2:18][NH:19][C:13](=[O:14])[CH2:12]2)[CH2:8][O:7]1. (6) Given the reactants [Cl:1][C:2]1[C:9]([CH2:10][CH3:11])=[C:8](F)[CH:7]=[CH:6][C:3]=1[C:4]#[N:5].[OH:13][C@H:14]1[CH2:18][CH2:17][NH:16][C@H:15]1[CH3:19].C(=O)([O-])[O-].[Li+].[Li+], predict the reaction product. The product is: [Cl:1][C:2]1[C:9]([CH2:10][CH3:11])=[C:8]([N:16]2[CH2:17][CH2:18][C@H:14]([OH:13])[C@@H:15]2[CH3:19])[CH:7]=[CH:6][C:3]=1[C:4]#[N:5].